This data is from Reaction yield outcomes from USPTO patents with 853,638 reactions. The task is: Predict the reaction yield, written as a fraction of the theoretical maximum amount of product (1.0 means a 100% yield; for example, 0.34 means a 34% yield). (1) The reactants are [Cl:1][C:2]1[CH:7]=[C:6]([O:8][C:9]2[C:18]3[C:13](=[CH:14][C:15]([OH:21])=[C:16]([O:19][CH3:20])[CH:17]=3)[N:12]=[CH:11][N:10]=2)[CH:5]=[CH:4][C:3]=1[NH:22][C:23]([NH:25][CH2:26][CH2:27][CH3:28])=[O:24].C(=O)([O-])[O-].[K+].[K+].[Br:35][CH2:36][CH2:37][CH2:38]Br. The catalyst is CN(C)C=O. The product is [Br:35][CH2:36][CH2:37][CH2:38][O:21][C:15]1[CH:14]=[C:13]2[C:18]([C:9]([O:8][C:6]3[CH:5]=[CH:4][C:3]([NH:22][C:23]([NH:25][CH2:26][CH2:27][CH3:28])=[O:24])=[C:2]([Cl:1])[CH:7]=3)=[N:10][CH:11]=[N:12]2)=[CH:17][C:16]=1[O:19][CH3:20]. The yield is 0.710. (2) The reactants are [Br-].[CH2:2]([P+](C1C=CC=CC=1)(C1C=CC=CC=1)C1C=CC=CC=1)[C:3]1[CH:8]=[CH:7][CH:6]=[CH:5][CH:4]=1.[Li]CCCC.[CH3:33][CH:34]([CH2:37][CH2:38][CH2:39][CH2:40][CH2:41][CH2:42][CH2:43][CH2:44][CH3:45])[CH:35]=O.O. The catalyst is C1COCC1. The product is [CH3:35][CH:34]([CH2:37][CH2:38][CH2:39][CH2:40][CH2:41][CH2:42][CH2:43][CH2:44][CH3:45])[CH:33]=[CH:2][C:3]1[CH:4]=[CH:5][CH:6]=[CH:7][CH:8]=1. The yield is 0.760.